This data is from Reaction yield outcomes from USPTO patents with 853,638 reactions. The task is: Predict the reaction yield, written as a fraction of the theoretical maximum amount of product (1.0 means a 100% yield; for example, 0.34 means a 34% yield). (1) The reactants are [Br:1][C:2]1[C:7]([O:8][CH3:9])=[CH:6][C:5]([C:10]2[O:14][C:13]([C:15](=[O:55])[CH:16]([O:53][CH3:54])[C:17]3[CH:22]=[CH:21][C:20]([C:23]4[CH:24]=[N:25][N:26](C(C5C=CC(OC)=CC=5)(C5C=CC(OC)=CC=5)C5C=CC(OC)=CC=5)[CH:27]=4)=[CH:19][CH:18]=3)=[CH:12][CH:11]=2)=[CH:4][C:3]=1[O:56][CH3:57].C1(C)C=CC(S([O-])(=O)=O)=CC=1.[NH+]1C=CC=CC=1.C([O-])(O)=O.[Na+]. The catalyst is CO.O. The product is [NH:25]1[CH:24]=[C:23]([C:20]2[CH:21]=[CH:22][C:17]([CH:16]([O:53][CH3:54])[C:15]([C:13]3[O:14][C:10]([C:5]4[CH:4]=[C:3]([O:56][CH3:57])[C:2]([Br:1])=[C:7]([O:8][CH3:9])[CH:6]=4)=[CH:11][CH:12]=3)=[O:55])=[CH:18][CH:19]=2)[CH:27]=[N:26]1. The yield is 0.170. (2) The reactants are C1(OP(Cl)(OC2C=CC=CC=2)=O)C=CC=CC=1.[O:18]1[C:22]2[CH:23]=[CH:24][CH:25]=[CH:26][C:21]=2[CH:20]=[C:19]1[C:27]([OH:29])=O.C(N(CC)CC)C.[NH2:37][C@@H:38]1[CH:43]2[CH2:44][CH2:45][N:40]([CH2:41][CH2:42]2)[C@H:39]1[CH2:46][C:47]1[CH:48]=[N:49][CH:50]=[CH:51][CH:52]=1.C1(C)C=CC(C([C@](C(O)=O)(O)[C@](C(C2C=CC(C)=CC=2)=O)(O)C(O)=O)=O)=CC=1.[OH-].[Na+]. The catalyst is ClCCl. The product is [N:49]1[CH:50]=[CH:51][CH:52]=[C:47]([CH2:46][CH:39]2[CH:38]([NH:37][C:27]([C:19]3[O:18][C:22]4[CH:23]=[CH:24][CH:25]=[CH:26][C:21]=4[CH:20]=3)=[O:29])[CH:43]3[CH2:42][CH2:41][N:40]2[CH2:45][CH2:44]3)[CH:48]=1. The yield is 0.420.